This data is from Catalyst prediction with 721,799 reactions and 888 catalyst types from USPTO. The task is: Predict which catalyst facilitates the given reaction. (1) Reactant: [N:1]1([CH:7]2[CH2:13][CH:12]3[N:14]([CH2:15][C:16]([O:18][CH2:19][CH3:20])=[O:17])[CH:9]([CH2:10][CH2:11]3)[CH2:8]2)[CH2:6][CH2:5][NH:4][CH2:3][CH2:2]1.[O:21]=[C:22]1[N:28]([CH:29]2[CH2:34][CH2:33][N:32]([C:35]([O:37][C@@H:38]([C:52](O)=[O:53])[CH2:39][C:40]3[CH:45]=[C:44]([C:46]([F:49])([F:48])[F:47])[C:43]([NH2:50])=[C:42]([Cl:51])[CH:41]=3)=[O:36])[CH2:31][CH2:30]2)[CH2:27][CH2:26][C:25]2[CH:55]=[CH:56][CH:57]=[CH:58][C:24]=2[NH:23]1.CN(C(ON1N=NC2C=CC=CC1=2)=[N+](C)C)C.[B-](F)(F)(F)F.C(N(CC)CC)C. Product: [O:21]=[C:22]1[N:28]([CH:29]2[CH2:34][CH2:33][N:32]([C:35]([O:37][C@H:38]([CH2:39][C:40]3[CH:45]=[C:44]([C:46]([F:49])([F:47])[F:48])[C:43]([NH2:50])=[C:42]([Cl:51])[CH:41]=3)[C:52]([N:4]3[CH2:5][CH2:6][N:1]([CH:7]4[CH2:13][CH:12]5[N:14]([CH2:15][C:16]([O:18][CH2:19][CH3:20])=[O:17])[CH:9]([CH2:10][CH2:11]5)[CH2:8]4)[CH2:2][CH2:3]3)=[O:53])=[O:36])[CH2:31][CH2:30]2)[CH2:27][CH2:26][C:25]2[CH:55]=[CH:56][CH:57]=[CH:58][C:24]=2[NH:23]1. The catalyst class is: 3. (2) Reactant: [C:1]([O:5][C:6]([N:8]1[CH2:13][CH2:12][CH:11]([O:14][C:15]2[CH:20]=[CH:19][C:18]([NH:21][C:22]3[C:32]4[CH:31]=[C:30]([C:33]([O:35][CH3:36])=[O:34])[CH2:29][CH2:28][N:27](CC5C=CC(OC)=CC=5)[C:26]=4[N:25]=[CH:24][N:23]=3)=[CH:17][C:16]=2[Cl:46])[CH2:10][CH2:9]1)=[O:7])([CH3:4])([CH3:3])[CH3:2].FC(F)(F)C(O)=O. Product: [C:1]([O:5][C:6]([N:8]1[CH2:9][CH2:10][CH:11]([O:14][C:15]2[CH:20]=[CH:19][C:18]([NH:21][C:22]3[C:32]4[CH:31]=[C:30]([C:33]([O:35][CH3:36])=[O:34])[CH2:29][CH2:28][NH:27][C:26]=4[N:25]=[CH:24][N:23]=3)=[CH:17][C:16]=2[Cl:46])[CH2:12][CH2:13]1)=[O:7])([CH3:4])([CH3:3])[CH3:2]. The catalyst class is: 26. (3) Reactant: Br[C:2]1[CH:7]=[CH:6][N:5]=[C:4]([NH2:8])[CH:3]=1.[CH2:9]([Sn:13]([CH2:31][CH2:32][CH2:33][CH3:34])([CH2:27][CH2:28][CH2:29][CH3:30])[Sn:13]([CH2:27][CH2:28][CH2:29][CH3:30])([CH2:31][CH2:32][CH2:33][CH3:34])[CH2:9][CH2:10][CH2:11][CH3:12])[CH2:10][CH2:11][CH3:12]. Product: [CH2:31]([Sn:13]([CH2:9][CH2:10][CH2:11][CH3:12])([CH2:27][CH2:28][CH2:29][CH3:30])[C:2]1[CH:7]=[CH:6][N:5]=[C:4]([NH2:8])[CH:3]=1)[CH2:32][CH2:33][CH3:34]. The catalyst class is: 109. (4) Reactant: [CH3:1][O:2][C:3]1[C:10]([CH3:11])=[CH:9][C:6]([CH:7]=O)=[CH:5][C:4]=1[CH3:12].Cl.[NH2:14][OH:15].C([O-])([O-])=O.[Na+].[Na+]. The catalyst class is: 653. Product: [CH3:1][O:2][C:3]1[C:10]([CH3:11])=[CH:9][C:6]([CH:7]=[N:14][OH:15])=[CH:5][C:4]=1[CH3:12]. (5) Reactant: C(=O)([O-])[O-].[K+].[K+].C[Si]([C:11]#[C:12][C:13]1[CH:21]=[CH:20][C:16]2[N:17]=[CH:18][S:19][C:15]=2[CH:14]=1)(C)C. Product: [C:12]([C:13]1[CH:21]=[CH:20][C:16]2[N:17]=[CH:18][S:19][C:15]=2[CH:14]=1)#[CH:11]. The catalyst class is: 5. (6) Reactant: [CH:1]1([NH:5][C:6]2[C:7]([NH2:30])=[N:8][C:9]([C:13]3[C:21]4[C:16](=[N:17][CH:18]=[CH:19][CH:20]=4)[N:15]([CH2:22][C:23]4[CH:28]=[CH:27][CH:26]=[CH:25][C:24]=4[F:29])[N:14]=3)=[N:10][C:11]=2[NH2:12])[CH2:4][CH2:3][CH2:2]1.C1N=CN([C:36](N2C=NC=C2)=[O:37])C=1.C(N(CC)CC)C. Product: [NH2:12][C:11]1[N:10]=[C:9]([C:13]2[C:21]3[C:16](=[N:17][CH:18]=[CH:19][CH:20]=3)[N:15]([CH2:22][C:23]3[CH:28]=[CH:27][CH:26]=[CH:25][C:24]=3[F:29])[N:14]=2)[N:8]=[C:7]2[C:6]=1[N:5]([CH:1]1[CH2:4][CH2:3][CH2:2]1)[C:36](=[O:37])[NH:30]2. The catalyst class is: 9.